This data is from Reaction yield outcomes from USPTO patents with 853,638 reactions. The task is: Predict the reaction yield, written as a fraction of the theoretical maximum amount of product (1.0 means a 100% yield; for example, 0.34 means a 34% yield). (1) The reactants are [CH:1](NC(C)C)(C)[CH3:2].C([Li])CCC.[CH2:13]([O:20][C:21]([NH:23][C@H:24]1[CH2:29][CH2:28][CH2:27][CH2:26][C@@H:25]1[C:30]([O:32][CH3:33])=[O:31])=[O:22])[C:14]1[CH:19]=[CH:18][CH:17]=[CH:16][CH:15]=1.ICC. The catalyst is C1COCC1. The product is [CH2:13]([O:20][C:21]([NH:23][C@H:24]1[CH2:29][CH2:28][CH2:27][CH2:26][C@@:25]1([CH2:1][CH3:2])[C:30]([O:32][CH3:33])=[O:31])=[O:22])[C:14]1[CH:15]=[CH:16][CH:17]=[CH:18][CH:19]=1. The yield is 0.630. (2) The reactants are [C:1]([O:5][C:6](=[O:20])[CH2:7][CH2:8][S:9][CH2:10][C:11]1[CH:12]=[C:13]([CH:17]=[CH:18][CH:19]=1)[C:14]([OH:16])=O)([CH3:4])([CH3:3])[CH3:2].CCN=C=NCCCN(C)C.Cl.[F:33][C:34]([F:68])([F:67])[C:35]1[CH:36]=[C:37]([CH:64]=[CH:65][CH:66]=1)[CH2:38][NH:39][C:40](=[O:63])[C:41]1[CH:46]=[CH:45][N:44]=[C:43]([C:47]2[CH:52]=[C:51]([N:53]([CH2:58][CH2:59][O:60][CH3:61])[CH2:54][CH2:55][O:56][CH3:57])[CH:50]=[CH:49][C:48]=2[NH2:62])[CH:42]=1. The catalyst is ClCCl.CN(C)C1C=CN=CC=1. The product is [F:67][C:34]([F:33])([F:68])[C:35]1[CH:36]=[C:37]([CH:64]=[CH:65][CH:66]=1)[CH2:38][NH:39][C:40]([C:41]1[CH:46]=[CH:45][N:44]=[C:43]([C:47]2[CH:52]=[C:51]([N:53]([CH2:54][CH2:55][O:56][CH3:57])[CH2:58][CH2:59][O:60][CH3:61])[CH:50]=[CH:49][C:48]=2[NH:62][C:14]([C:13]2[CH:12]=[C:11]([CH:19]=[CH:18][CH:17]=2)[CH2:10][S:9][CH2:8][CH2:7][C:6]([O:5][C:1]([CH3:2])([CH3:3])[CH3:4])=[O:20])=[O:16])[CH:42]=1)=[O:63]. The yield is 0.640. (3) The reactants are [CH2:1]([N:8]1[C:12]([CH3:14])([CH3:13])[CH2:11][CH:10]([CH2:15][OH:16])[CH2:9]1)[C:2]1[CH:7]=[CH:6][CH:5]=[CH:4][CH:3]=1.C(N(CC)CC)C.[C:24]1([CH3:34])[CH:29]=[CH:28][C:27]([S:30](Cl)(=[O:32])=[O:31])=[CH:26][CH:25]=1.C(OCC)(=O)C.CCCCCC. The catalyst is ClCCl. The product is [CH3:34][C:24]1[CH:29]=[CH:28][C:27]([S:30]([O:16][CH2:15][CH:10]2[CH2:11][C:12]([CH3:13])([CH3:14])[N:8]([CH2:1][C:2]3[CH:7]=[CH:6][CH:5]=[CH:4][CH:3]=3)[CH2:9]2)(=[O:32])=[O:31])=[CH:26][CH:25]=1. The yield is 0.680. (4) The reactants are [Cl:1][C:2]1[CH:3]=[C:4]([CH:8]=[CH:9][C:10]=1[NH:11][C:12]1[CH2:17][CH2:16][CH2:15][C:14](=[O:18])[C:13]=1[CH3:19])[C:5]([OH:7])=O.[CH3:20][O:21][C:22]1[C:23]([NH2:28])=[CH:24][CH:25]=[CH:26][CH:27]=1. The catalyst is CCOC(C)=O. The product is [Cl:1][C:2]1[CH:3]=[C:4]([CH:8]=[CH:9][C:10]=1[NH:11][C:12]1[CH2:17][CH2:16][CH2:15][C:14](=[O:18])[C:13]=1[CH3:19])[C:5]([NH:28][C:23]1[CH:24]=[CH:25][CH:26]=[CH:27][C:22]=1[O:21][CH3:20])=[O:7]. The yield is 0.0600.